Predict the product of the given reaction. From a dataset of Forward reaction prediction with 1.9M reactions from USPTO patents (1976-2016). (1) Given the reactants [O:1]=[C:2]1[C:11]2[C:6](=[CH:7][C:8]([CH3:12])=[CH:9][CH:10]=2)[C:5]([CH3:14])([CH3:13])[CH2:4][CH2:3]1.[Cl-].[Al+3].[Cl-].[Cl-].[Br:19]Br.Cl, predict the reaction product. The product is: [Br:19][C:9]1[CH:10]=[C:11]2[C:6]([C:5]([CH3:14])([CH3:13])[CH2:4][CH2:3][C:2]2=[O:1])=[CH:7][C:8]=1[CH3:12]. (2) Given the reactants [C:1]([O:5][C:6]([N:8]1[CH2:13][CH2:12][CH:11]([C:14]2[CH:19]=[CH:18][CH:17]=[CH:16][C:15]=2OS(C(F)(F)C(F)(F)C(F)(F)C(F)(F)F)(=O)=O)[CH2:10][CH2:9]1)=[O:7])([CH3:4])([CH3:3])[CH3:2].[CH:37]([Si:40]([CH:45]([CH3:47])[CH3:46])([CH:42]([CH3:44])[CH3:43])[SH:41])([CH3:39])[CH3:38].CC(C)([O-])C.[Na+], predict the reaction product. The product is: [C:1]([O:5][C:6]([N:8]1[CH2:13][CH2:12][CH:11]([C:14]2[CH:19]=[CH:18][CH:17]=[CH:16][C:15]=2[S:41][Si:40]([CH:42]([CH3:44])[CH3:43])([CH:45]([CH3:47])[CH3:46])[CH:37]([CH3:38])[CH3:39])[CH2:10][CH2:9]1)=[O:7])([CH3:3])([CH3:2])[CH3:4]. (3) Given the reactants [CH3:1][C:2]1[CH:7]=[C:6]([CH3:8])[N:5]=[C:4]([N:9]2[CH2:14][CH2:13][N:12]([C:15]3[CH:16]=[CH:17][C:18]([N+:22]([O-:24])=[O:23])=[C:19]([CH:21]=3)N)[CH2:11][CH2:10]2)[CH:3]=1.N([O-])=O.[Na+].C(=O)([O-])[O-].[Na+].[Na+].[ClH:35], predict the reaction product. The product is: [Cl:35][C:19]1[CH:21]=[C:15]([N:12]2[CH2:13][CH2:14][N:9]([C:4]3[CH:3]=[C:2]([CH3:1])[CH:7]=[C:6]([CH3:8])[N:5]=3)[CH2:10][CH2:11]2)[CH:16]=[CH:17][C:18]=1[N+:22]([O-:24])=[O:23].[Cl:35][C:19]1[CH:21]=[C:15]([N:12]2[CH2:13][CH2:14][N:9]([C:4]3[CH:3]=[C:2]([CH3:1])[CH:7]=[C:6]([CH3:8])[N:5]=3)[CH2:10][CH2:11]2)[CH:16]=[CH:17][C:18]=1[N+:22]([O-:24])=[O:23]. (4) Given the reactants [CH2:1]1[C:10]2[C:5](=[CH:6][CH:7]=[CH:8][CH:9]=2)[CH2:4][CH2:3][N:2]1[CH2:11][CH2:12][CH2:13][CH2:14][O:15][C:16]1[N:25]=[C:24]2[C:19]([CH:20]=[CH:21][C:22](=[O:26])[NH:23]2)=[CH:18][CH:17]=1.[F:27][C:28]([F:40])([F:39])C1C=C2C(=CC=1)CNCC2, predict the reaction product. The product is: [F:27][C:28]([F:40])([F:39])[C:7]1[CH:6]=[C:5]2[C:10](=[CH:9][CH:8]=1)[CH2:1][N:2]([CH2:11][CH2:12][CH2:13][CH2:14][O:15][C:16]1[N:25]=[C:24]3[C:19]([CH:20]=[CH:21][C:22](=[O:26])[NH:23]3)=[CH:18][CH:17]=1)[CH2:3][CH2:4]2. (5) Given the reactants [F:1][C:2]1[CH:7]=[C:6]([F:8])[CH:5]=[CH:4][C:3]=1/[CH:9]=[CH:10]/[C:11]([OH:13])=[O:12].[C:14]1(C)C=CC([C@@H]2C[C@H]2C(O)=O)=CC=1, predict the reaction product. The product is: [F:1][C:2]1[CH:7]=[C:6]([F:8])[CH:5]=[CH:4][C:3]=1[C@@H:9]1[CH2:14][C@H:10]1[C:11]([OH:13])=[O:12]. (6) Given the reactants N[C:2]1[C:7]([Cl:8])=[C:6]([Cl:9])[N:5]=[CH:4][C:3]=1[C:10]([N:12]1[CH2:17][CH2:16][CH:15]([C:18]2[CH:23]=[CH:22][C:21]([F:24])=[CH:20][CH:19]=2)[CH2:14][CH2:13]1)=[O:11].C([N:27](CC)CC)C.[C:32](Cl)(=[O:39])[C:33]1[CH:38]=[CH:37][CH:36]=[CH:35][CH:34]=1.[Cl-].[NH4+], predict the reaction product. The product is: [Cl:9][C:6]1[C:7]([Cl:8])=[C:2]([C:34]2[CH:35]=[CH:36][CH:37]=[CH:38][C:33]=2[C:32]([NH2:27])=[O:39])[C:3]([C:10]([N:12]2[CH2:13][CH2:14][CH:15]([C:18]3[CH:19]=[CH:20][C:21]([F:24])=[CH:22][CH:23]=3)[CH2:16][CH2:17]2)=[O:11])=[CH:4][N:5]=1. (7) Given the reactants [CH2:1]([CH:3]([CH2:15][CH3:16])[CH2:4][NH:5][CH2:6][C:7]1[S:11][C:10](B(O)O)=[CH:9][CH:8]=1)[CH3:2].Br[C:18]1[CH:19]=[C:20]2[C:24](=[C:25]([C:27]([NH2:29])=[O:28])[CH:26]=1)[NH:23][CH:22]=[C:21]2[CH:30]1[CH2:35][CH2:34][N:33]([S:36]([CH2:39][CH3:40])(=[O:38])=[O:37])[CH2:32][CH2:31]1.C([O-])([O-])=O.[K+].[K+], predict the reaction product. The product is: [CH2:1]([CH:3]([CH2:15][CH3:16])[CH2:4][NH:5][CH2:6][C:7]1[S:11][C:10]([C:18]2[CH:19]=[C:20]3[C:24](=[C:25]([C:27]([NH2:29])=[O:28])[CH:26]=2)[NH:23][CH:22]=[C:21]3[CH:30]2[CH2:31][CH2:32][N:33]([S:36]([CH2:39][CH3:40])(=[O:37])=[O:38])[CH2:34][CH2:35]2)=[CH:9][CH:8]=1)[CH3:2]. (8) Given the reactants CC1(C)[N:6](C(OC(C)(C)C)=O)[C:5]([CH3:20])([C:14]2[O:15][C:16]([CH3:19])=[N:17][N:18]=2)[CH2:4][O:3]1.[F:22][C:23]([F:28])([F:27])[C:24]([OH:26])=[O:25], predict the reaction product. The product is: [F:22][C:23]([F:28])([F:27])[C:24]([OH:26])=[O:25].[NH2:6][C:5]([C:14]1[O:15][C:16]([CH3:19])=[N:17][N:18]=1)([CH3:20])[CH2:4][OH:3]. (9) Given the reactants [F:1][C:2]([F:8])([F:7])[C@H:3]([NH2:6])[CH2:4][CH3:5].[Br:9][C:10]1[CH:15]=[CH:14][C:13]([S:16](Cl)(=[O:18])=[O:17])=[C:12]([F:20])[C:11]=1[CH:21]([F:23])[F:22].Cl, predict the reaction product. The product is: [Br:9][C:10]1[CH:15]=[CH:14][C:13]([S:16]([NH:6][C@H:3]([CH2:4][CH3:5])[C:2]([F:8])([F:7])[F:1])(=[O:18])=[O:17])=[C:12]([F:20])[C:11]=1[CH:21]([F:22])[F:23]. (10) Given the reactants [C:1]1([C:7]2[C:12]([C:13]3[NH:17][N:16]=[N:15][N:14]=3)=[C:11]([C@@H:18]3[CH2:22][CH2:21][CH2:20][N:19]3C(OC(C)(C)C)=O)[N:10]=[C:9]3[CH2:30][CH2:31][CH2:32][CH2:33][CH2:34][C:8]=23)[CH:6]=[CH:5][CH:4]=[CH:3][CH:2]=1.[C:35]([OH:41])([C:37]([F:40])([F:39])[F:38])=[O:36], predict the reaction product. The product is: [F:38][C:37]([F:40])([F:39])[C:35]([OH:41])=[O:36].[C:1]1([C:7]2[C:12]([C:13]3[NH:17][N:16]=[N:15][N:14]=3)=[C:11]([C@@H:18]3[CH2:22][CH2:21][CH2:20][NH:19]3)[N:10]=[C:9]3[CH2:30][CH2:31][CH2:32][CH2:33][CH2:34][C:8]=23)[CH:2]=[CH:3][CH:4]=[CH:5][CH:6]=1.